Dataset: Retrosynthesis with 50K atom-mapped reactions and 10 reaction types from USPTO. Task: Predict the reactants needed to synthesize the given product. (1) Given the product O=[N+]([O-])c1cc(C2=CCNCC2)cc(C(F)(F)F)c1, predict the reactants needed to synthesize it. The reactants are: CC(C)(C)OC(=O)N1CC=C(c2cc([N+](=O)[O-])cc(C(F)(F)F)c2)CC1. (2) Given the product O=C(CNC(=O)OCc1ccccc1)Nn1cccc1, predict the reactants needed to synthesize it. The reactants are: Nn1cccc1.O=C(O)CNC(=O)OCc1ccccc1. (3) Given the product CCc1cnc2c(C(=O)Nc3cnccc3N3CCC[C@H](NC(=O)OC(C)(C)C)C3)c(NC(=O)OC(C)(C)C)oc2c1, predict the reactants needed to synthesize it. The reactants are: CC(C)(C)OC(=O)N[C@H]1CCCN(c2ccncc2N)C1.CCc1cnc2c(C(=O)O)c(NC(=O)OC(C)(C)C)oc2c1. (4) Given the product CCOC(=O)c1cc(-c2ccccc2)n(-c2cccc([N+](=O)[O-])c2)c1C, predict the reactants needed to synthesize it. The reactants are: CCOC(=O)C(CC(=O)c1ccccc1)C(C)=O.Nc1cccc([N+](=O)[O-])c1. (5) Given the product FC(F)(F)c1ccc(C=Cc2nc(COc3ncc(C#CCCn4ccnn4)cn3)co2)cc1, predict the reactants needed to synthesize it. The reactants are: C#CCCn1ccnn1.FC(F)(F)c1ccc(C=Cc2nc(COc3ncc(Br)cn3)co2)cc1. (6) Given the product CC(=O)Nc1nc2c(Oc3cc(-c4ccc(C(F)(F)F)cc4)nc(-c4ccncc4)n3)cccc2s1, predict the reactants needed to synthesize it. The reactants are: CC(=O)Nc1nc2c(Oc3cc(-c4ccc(C(F)(F)F)cc4)nc(Cl)n3)cccc2s1.OB(O)c1ccncc1. (7) Given the product Cc1noc(NS(=O)(=O)c2ccc(Br)s2)c1Br, predict the reactants needed to synthesize it. The reactants are: Cc1noc(N)c1Br.O=S(=O)(Cl)c1ccc(Br)s1. (8) Given the product c1cnc2c(c1)ccc1ccc(-c3nnn[nH]3)nc12, predict the reactants needed to synthesize it. The reactants are: N#Cc1ccc2ccc3cccnc3c2n1.[N-]=[N+]=[N-]. (9) Given the product CS(=O)(=O)c1ccc([C@@H](CC2CCCC2)C(=O)Nc2ccn(CCO)n2)cc1C#N, predict the reactants needed to synthesize it. The reactants are: CC(C)(C)[Si](C)(C)OCCn1ccc(NC(=O)[C@H](CC2CCCC2)c2ccc(S(C)(=O)=O)c(C#N)c2)n1.